Task: Predict the reaction yield, written as a fraction of the theoretical maximum amount of product (1.0 means a 100% yield; for example, 0.34 means a 34% yield).. Dataset: Reaction yield outcomes from USPTO patents with 853,638 reactions The reactants are [N:1]1[O:2][N:3]=[C:4]2[CH:9]=[C:8]([C:10]#N)[CH:7]=[CH:6][C:5]=12.[OH:12]S(O)(=O)=O.[CH3:17][CH2:18][OH:19]. No catalyst specified. The product is [N:1]1[O:2][N:3]=[C:4]2[CH:9]=[C:8]([C:10]([O:19][CH2:18][CH3:17])=[O:12])[CH:7]=[CH:6][C:5]=12. The yield is 0.750.